The task is: Regression. Given two drug SMILES strings and cell line genomic features, predict the synergy score measuring deviation from expected non-interaction effect.. This data is from NCI-60 drug combinations with 297,098 pairs across 59 cell lines. (1) Drug 1: C1=NC2=C(N=C(N=C2N1C3C(C(C(O3)CO)O)F)Cl)N. Drug 2: C1CCC(C(C1)N)N.C(=O)(C(=O)[O-])[O-].[Pt+4]. Cell line: SNB-19. Synergy scores: CSS=46.4, Synergy_ZIP=7.23, Synergy_Bliss=7.19, Synergy_Loewe=1.70, Synergy_HSA=9.49. (2) Drug 1: CC1OCC2C(O1)C(C(C(O2)OC3C4COC(=O)C4C(C5=CC6=C(C=C35)OCO6)C7=CC(=C(C(=C7)OC)O)OC)O)O. Drug 2: CN(C)C1=NC(=NC(=N1)N(C)C)N(C)C. Cell line: CAKI-1. Synergy scores: CSS=47.1, Synergy_ZIP=0.974, Synergy_Bliss=1.16, Synergy_Loewe=-39.3, Synergy_HSA=3.14. (3) Drug 1: C1CNP(=O)(OC1)N(CCCl)CCCl. Synergy scores: CSS=30.9, Synergy_ZIP=6.31, Synergy_Bliss=5.91, Synergy_Loewe=-16.0, Synergy_HSA=0.771. Cell line: HT29. Drug 2: C1CC(C1)(C2=CC=C(C=C2)C3=C(C=C4C(=N3)C=CN5C4=NNC5=O)C6=CC=CC=C6)N. (4) Drug 1: C1CCC(CC1)NC(=O)N(CCCl)N=O. Drug 2: CCC1(CC2CC(C3=C(CCN(C2)C1)C4=CC=CC=C4N3)(C5=C(C=C6C(=C5)C78CCN9C7C(C=CC9)(C(C(C8N6C)(C(=O)OC)O)OC(=O)C)CC)OC)C(=O)OC)O.OS(=O)(=O)O. Cell line: NCI-H226. Synergy scores: CSS=25.9, Synergy_ZIP=-3.88, Synergy_Bliss=-1.49, Synergy_Loewe=-17.0, Synergy_HSA=0.0199. (5) Drug 1: C1=CC(=CC=C1CCCC(=O)O)N(CCCl)CCCl. Drug 2: CC(C)(C#N)C1=CC(=CC(=C1)CN2C=NC=N2)C(C)(C)C#N. Cell line: MDA-MB-231. Synergy scores: CSS=17.7, Synergy_ZIP=-4.04, Synergy_Bliss=-2.68, Synergy_Loewe=-1.82, Synergy_HSA=-1.69.